This data is from Reaction yield outcomes from USPTO patents with 853,638 reactions. The task is: Predict the reaction yield, written as a fraction of the theoretical maximum amount of product (1.0 means a 100% yield; for example, 0.34 means a 34% yield). The reactants are [Cl:1][C:2]1[CH:7]=[CH:6][N:5]=[C:4]([N:8]2[CH2:20][CH2:19][N:11]3[C:12]4[CH2:13][CH2:14][CH2:15][CH2:16][C:17]=4[CH:18]=[C:10]3[C:9]2=[O:21])[C:3]=1[CH2:22][OH:23].C(N(CC)CC)C.[C:31](Cl)(=[O:33])[CH3:32]. The catalyst is ClCCl. The product is [C:31]([O:23][CH2:22][C:3]1[C:4]([N:8]2[CH2:20][CH2:19][N:11]3[C:12]4[CH2:13][CH2:14][CH2:15][CH2:16][C:17]=4[CH:18]=[C:10]3[C:9]2=[O:21])=[N:5][CH:6]=[CH:7][C:2]=1[Cl:1])(=[O:33])[CH3:32]. The yield is 0.940.